Dataset: Reaction yield outcomes from USPTO patents with 853,638 reactions. Task: Predict the reaction yield, written as a fraction of the theoretical maximum amount of product (1.0 means a 100% yield; for example, 0.34 means a 34% yield). (1) The reactants are [Br:1][C:2]1[CH:7]=[CH:6][C:5]([CH2:8][CH2:9][CH2:10]O)=[CH:4][CH:3]=1.[C:12]1(=[O:22])[C:20]2[C:15](=[CH:16][CH:17]=[CH:18][CH:19]=2)[C:14](=[O:21])[NH:13]1.C1(P(C2C=CC=CC=2)C2C=CC=CC=2)C=CC=CC=1.N(C(OC(C)C)=O)=NC(OC(C)C)=O. No catalyst specified. The product is [Br:1][C:2]1[CH:3]=[CH:4][C:5]([CH2:8][CH2:9][CH2:10][N:13]2[C:14](=[O:21])[C:15]3[C:20](=[CH:19][CH:18]=[CH:17][CH:16]=3)[C:12]2=[O:22])=[CH:6][CH:7]=1. The yield is 0.870. (2) The reactants are [F:1][C:2]1[C:15]([F:16])=[C:14]([F:17])[C:13]([F:18])=[CH:12][C:3]=1[C:4]([CH2:6][C:7]([O:9][CH2:10][CH3:11])=[O:8])=[O:5].[CH3:19]C(OC(C)=O)=O.C(OCC)(OCC)OCC.[NH2:36][C:37]([CH3:42])([CH3:41])[CH2:38][CH2:39][OH:40]. The catalyst is C1(C)C=CC=CC=1. The product is [F:1][C:2]1[C:15]([F:16])=[C:14]([F:17])[C:13]([F:18])=[CH:12][C:3]=1[C:4]([C:6](=[CH:19][NH:36][C:37]([CH3:42])([CH3:41])[CH2:38][CH2:39][OH:40])[C:7]([O:9][CH2:10][CH3:11])=[O:8])=[O:5]. The yield is 0.730. (3) The reactants are [Cl:1][C:2]1[N:7]=[C:6](Cl)[C:5]([F:9])=[CH:4][N:3]=1.[CH2:10]([O:14][C:15]1[CH:21]=[CH:20][C:18]([NH2:19])=[CH:17][CH:16]=1)[CH2:11][CH2:12][CH3:13].Cl.[OH-].[Na+]. The catalyst is CC(C)=O.O. The product is [Cl:1][C:2]1[N:7]=[C:6]([NH:19][C:18]2[CH:17]=[CH:16][C:15]([O:14][CH2:10][CH2:11][CH2:12][CH3:13])=[CH:21][CH:20]=2)[C:5]([F:9])=[CH:4][N:3]=1. The yield is 0.800. (4) The reactants are [CH2:1]([N:5]1[C:13]2[N:12]=[C:11]([CH2:14][C:15]3[CH:20]=[CH:19][C:18]([NH:21][C:22]([C:24]4[N:25]=[CH:26][N:27](C(C5C=CC=CC=5)(C5C=CC=CC=5)C5C=CC=CC=5)[CH:28]=4)=[O:23])=[CH:17][CH:16]=3)[NH:10][C:9]=2[C:8](=[O:48])[N:7]([CH2:49][C:50]2[CH:55]=[CH:54][CH:53]=[CH:52][C:51]=2[F:56])[C:6]1=[O:57])[CH2:2][CH2:3][CH3:4].[F:58][C:59]([F:64])([F:63])[C:60]([OH:62])=[O:61].C([SiH](CC)CC)C. The catalyst is ClCCl. The product is [F:58][C:59]([F:64])([F:63])[C:60]([OH:62])=[O:61].[CH2:1]([N:5]1[C:13]2[N:12]=[C:11]([CH2:14][C:15]3[CH:16]=[CH:17][C:18]([NH:21][C:22]([C:24]4[N:25]=[CH:26][NH:27][CH:28]=4)=[O:23])=[CH:19][CH:20]=3)[NH:10][C:9]=2[C:8](=[O:48])[N:7]([CH2:49][C:50]2[CH:55]=[CH:54][CH:53]=[CH:52][C:51]=2[F:56])[C:6]1=[O:57])[CH2:2][CH2:3][CH3:4]. The yield is 0.740. (5) The reactants are C([C:3]1[CH:8]=[CH:7][C:6]([C:9]2[CH:14]=[CH:13][C:12]([OH:15])=[C:11]([C:16]3[NH:20][C:19]4[CH:21]=[CH:22][C:23]([C:25]#[N:26])=[CH:24][C:18]=4[N:17]=3)[CH:10]=2)=[CH:5][CH:4]=1)#N.C(C1C=C(C2C=CC=C([C:42]#[N:43])C=2)C=CC=1O)=O. The catalyst is CCO. The product is [C:42]([C:8]1[CH:7]=[C:6]([C:9]2[CH:14]=[CH:13][C:12]([OH:15])=[C:11]([C:16]3[NH:20][C:19]4[CH:21]=[CH:22][C:23]([C:25]#[N:26])=[CH:24][C:18]=4[N:17]=3)[CH:10]=2)[CH:5]=[CH:4][CH:3]=1)#[N:43]. The yield is 0.890. (6) The reactants are [CH3:1][NH:2][C:3]1[N:8]=[C:7]([CH2:9][CH2:10][CH2:11][C:12]2[S:16][C:15]([CH2:17][C@@H:18]([C:20]([O:22]C)=[O:21])[NH2:19])=[CH:14][CH:13]=2)[CH:6]=[CH:5][CH:4]=1.CN(C(ON1N=NC2C=CC=CC1=2)=[N+](C)C)C.[B-](F)(F)(F)F.[CH3:46][C:47]1[C:51]([C:52](O)=[O:53])=[C:50]([CH3:55])[O:49][N:48]=1. The catalyst is CN(C=O)C.[OH-].[Na+]. The product is [CH3:46][C:47]1[C:51]([C:52]([NH:19][C@H:18]([C:20]([OH:22])=[O:21])[CH2:17][C:15]2[S:16][C:12]([CH2:11][CH2:10][CH2:9][C:7]3[CH:6]=[CH:5][CH:4]=[C:3]([NH:2][CH3:1])[N:8]=3)=[CH:13][CH:14]=2)=[O:53])=[C:50]([CH3:55])[O:49][N:48]=1. The yield is 0.760. (7) The reactants are C([O:4][CH2:5][C:6]1[CH:11]=[C:10]([C:12]2[CH:13]=[N:14][C:15]([C:18]([F:21])([F:20])[F:19])=[N:16][CH:17]=2)[CH:9]=[C:8]([CH3:22])[N:7]=1)(=O)C.Cl.C(=O)(O)[O-].[Na+]. The catalyst is C(O)C.O. The product is [CH3:22][C:8]1[N:7]=[C:6]([CH2:5][OH:4])[CH:11]=[C:10]([C:12]2[CH:17]=[N:16][C:15]([C:18]([F:21])([F:19])[F:20])=[N:14][CH:13]=2)[CH:9]=1. The yield is 0.600.